The task is: Predict the reactants needed to synthesize the given product.. This data is from Full USPTO retrosynthesis dataset with 1.9M reactions from patents (1976-2016). (1) Given the product [CH:7]1([NH:6][C:4]([CH2:3][NH:2][C:31]([C:28]2[CH:27]=[CH:26][C:25]([C:22]3[CH:23]=[CH:24][C:19]([CH2:17][CH3:18])=[CH:20][CH:21]=3)=[CH:30][CH:29]=2)=[O:32])=[O:5])[C:16]2[C:11](=[CH:12][CH:13]=[CH:14][CH:15]=2)[CH2:10][CH2:9][CH2:8]1, predict the reactants needed to synthesize it. The reactants are: Cl.[NH2:2][CH2:3][C:4]([NH:6][CH:7]1[C:16]2[C:11](=[CH:12][CH:13]=[CH:14][CH:15]=2)[CH2:10][CH2:9][CH2:8]1)=[O:5].[CH2:17]([C:19]1[CH:24]=[CH:23][C:22]([C:25]2[CH:30]=[CH:29][C:28]([C:31](O)=[O:32])=[CH:27][CH:26]=2)=[CH:21][CH:20]=1)[CH3:18]. (2) Given the product [Cl:1][C:2]1[CH:9]=[C:8]([Cl:10])[C:7]([F:11])=[CH:6][C:3]=1[CH:4]([C:12]1[CH:17]=[CH:16][CH:15]=[CH:14][CH:13]=1)[NH2:5], predict the reactants needed to synthesize it. The reactants are: [Cl:1][C:2]1[CH:9]=[C:8]([Cl:10])[C:7]([F:11])=[CH:6][C:3]=1[C:4]#[N:5].[C:12]1([Mg]Br)[CH:17]=[CH:16][CH:15]=[CH:14][CH:13]=1. (3) Given the product [CH3:25][NH:24][C:13]1[S:14][C@H:15]2[O:16][C@H:17]([C@@H:18]([OH:23])[C:19]([F:22])([F:20])[F:21])[C@@H:9]([OH:8])[CH2:10][C@H:11]2[N:12]=1, predict the reactants needed to synthesize it. The reactants are: C([O:8][C@@H:9]1[C@@H:17]([C@@H:18]([OH:23])[C:19]([F:22])([F:21])[F:20])[O:16][C@H:15]2[C@H:11]([N:12]=[C:13]([N:24](C)[C:25](=O)OC(C)(C)C)[S:14]2)[CH2:10]1)C1C=CC=CC=1.B(Cl)(Cl)Cl. (4) Given the product [F:22][C:23]1[CH:28]=[CH:27][CH:26]=[C:25]([F:29])[C:24]=1[O:30][C:2]1[CH:11]=[CH:10][C:9]2[C:4](=[C:5]([C:12]3[NH:20][C:19]4[CH2:18][CH2:17][NH:16][C:15](=[O:21])[C:14]=4[CH:13]=3)[CH:6]=[CH:7][CH:8]=2)[N:3]=1, predict the reactants needed to synthesize it. The reactants are: Cl[C:2]1[CH:11]=[CH:10][C:9]2[C:4](=[C:5]([C:12]3[NH:20][C:19]4[CH2:18][CH2:17][NH:16][C:15](=[O:21])[C:14]=4[CH:13]=3)[CH:6]=[CH:7][CH:8]=2)[N:3]=1.[F:22][C:23]1[CH:28]=[CH:27][CH:26]=[C:25]([F:29])[C:24]=1[OH:30]. (5) Given the product [Cl:1][C:2]1[CH:3]=[C:4]([CH:9]2[C:18]3[C:13](=[CH:14][C:15]([C:31]4[N:32]=[N:33][C:34]([CH3:37])=[CH:35][CH:36]=4)=[C:16]([F:19])[CH:17]=3)[CH2:12][NH:11][CH2:10]2)[CH:5]=[CH:6][C:7]=1[Cl:8], predict the reactants needed to synthesize it. The reactants are: [Cl:1][C:2]1[CH:3]=[C:4]([CH:9]2[C:18]3[C:13](=[CH:14][C:15](B4OC(C)(C)C(C)(C)O4)=[C:16]([F:19])[CH:17]=3)[CH2:12][N:11](C)[CH2:10]2)[CH:5]=[CH:6][C:7]=1[Cl:8].Cl[C:31]1[N:32]=[N:33][C:34]([CH3:37])=[CH:35][CH:36]=1.C(=O)([O-])[O-].[Cs+].[Cs+].CN(C)C1C2C(=CC=CC=2N(C)C)C=CC=1.